This data is from Catalyst prediction with 721,799 reactions and 888 catalyst types from USPTO. The task is: Predict which catalyst facilitates the given reaction. (1) The catalyst class is: 24. Reactant: [CH:1]1[C:11]2[CH2:10][C:9]3([CH2:15][CH2:14][CH:13]([N:16]4[CH2:21][CH2:20][CH:19]=[C:18]([C:22]([O:24]C)=[O:23])[CH2:17]4)[CH2:12]3)[C:8]3[CH:26]=[CH:27][CH:28]=[CH:29][C:7]=3[CH2:6][C:5]=2[CH:4]=[CH:3][CH:2]=1.[Li+].[OH-]. Product: [CH:1]1[C:11]2[CH2:10][C:9]3([CH2:15][CH2:14][CH:13]([N:16]4[CH2:21][CH2:20][CH:19]=[C:18]([C:22]([OH:24])=[O:23])[CH2:17]4)[CH2:12]3)[C:8]3[CH:26]=[CH:27][CH:28]=[CH:29][C:7]=3[CH2:6][C:5]=2[CH:4]=[CH:3][CH:2]=1. (2) Reactant: [S:1]1[C:5]2=[N:6][CH:7]=[CH:8][CH:9]=[C:4]2[C:3]([NH:10][CH2:11][CH2:12][CH2:13][NH2:14])=[N:2]1.C(N(C(C)C)CC)(C)C.[CH3:24][O:25][C:26]1[CH:34]=[CH:33][C:29]([C:30](Cl)=[O:31])=[CH:28][CH:27]=1. Product: [S:1]1[C:5]2=[N:6][CH:7]=[CH:8][CH:9]=[C:4]2[C:3]([NH:10][CH2:11][CH2:12][CH2:13][NH:14][C:30](=[O:31])[C:29]2[CH:33]=[CH:34][C:26]([O:25][CH3:24])=[CH:27][CH:28]=2)=[N:2]1. The catalyst class is: 2.